Dataset: Full USPTO retrosynthesis dataset with 1.9M reactions from patents (1976-2016). Task: Predict the reactants needed to synthesize the given product. (1) Given the product [Cl:1][C:2]1[CH:7]=[C:6]([CH:16]=[O:17])[CH:5]=[CH:4][C:3]=1[CH2:9][NH:10][C:11]([CH:13]1[CH2:15][CH2:14]1)=[O:12], predict the reactants needed to synthesize it. The reactants are: [Cl:1][C:2]1[CH:7]=[C:6](I)[CH:5]=[CH:4][C:3]=1[CH2:9][NH:10][C:11]([CH:13]1[CH2:15][CH2:14]1)=[O:12].[CH:16]([O-])=[O:17].[Na+]. (2) Given the product [C:16]([S:18][CH2:10][C@@H:7]([CH2:6][C:5]1[CH:12]=[CH:13][C:14]2[O:15][CH2:1][O:2][C:3]=2[CH:4]=1)[C:8]([OH:9])=[O:11])(=[O:19])[CH3:17], predict the reactants needed to synthesize it. The reactants are: [CH2:1]1[O:15][C:14]2[CH:13]=[CH:12][C:5]([CH2:6][C@H:7]3[CH2:10][O:9][C:8]3=[O:11])=[CH:4][C:3]=2[O:2]1.[C:16]([O-:19])(=[S:18])[CH3:17].[K+].S(=O)(=O)(O)O.P(=O)(O)(O)O.P([O-])(O)(O)=O.[K+]. (3) Given the product [F:1][C:2]1[CH:7]=[CH:6][C:5]([C@@H:8]([O:37][Si:38]([CH3:44])([CH3:43])[C:39]([CH3:42])([CH3:41])[CH3:40])[CH2:9][S:10][C@@H:11]2[C@@H:14]([C:15]3[CH:20]=[CH:19][C:18]([O:21][Si:22]([CH3:28])([CH3:27])[C:23]([CH3:26])([CH3:25])[CH3:24])=[CH:17][CH:16]=3)[N:13]([C:29]3[CH:34]=[CH:33][C:32]([C:47]4[CH:46]=[N:45][CH:50]=[CH:49][CH:48]=4)=[CH:31][CH:30]=3)[C:12]2=[O:36])=[CH:4][CH:3]=1, predict the reactants needed to synthesize it. The reactants are: [F:1][C:2]1[CH:7]=[CH:6][C:5]([C@@H:8]([O:37][Si:38]([CH3:44])([CH3:43])[C:39]([CH3:42])([CH3:41])[CH3:40])[CH2:9][S:10][C@@H:11]2[C@@H:14]([C:15]3[CH:20]=[CH:19][C:18]([O:21][Si:22]([CH3:28])([CH3:27])[C:23]([CH3:26])([CH3:25])[CH3:24])=[CH:17][CH:16]=3)[N:13]([C:29]3[CH:34]=[CH:33][C:32](I)=[CH:31][CH:30]=3)[C:12]2=[O:36])=[CH:4][CH:3]=1.[N:45]1[CH:50]=[CH:49][CH:48]=[C:47](B(O)O)[CH:46]=1.C(=O)([O-])[O-].[K+].[K+]. (4) Given the product [ClH:1].[I:11][C:9]1[S:10][C:3]2[C:2]([NH:23][C:16]3[CH:17]=[C:18]([O:21][CH3:22])[CH:19]=[CH:20][C:15]=3[O:14][CH3:13])=[N:7][CH:6]=[N:5][C:4]=2[C:8]=1[CH3:12], predict the reactants needed to synthesize it. The reactants are: [Cl:1][C:2]1[C:3]2[S:10][C:9]([I:11])=[C:8]([CH3:12])[C:4]=2[N:5]=[CH:6][N:7]=1.[CH3:13][O:14][C:15]1[CH:20]=[CH:19][C:18]([O:21][CH3:22])=[CH:17][C:16]=1[NH2:23].